Dataset: Catalyst prediction with 721,799 reactions and 888 catalyst types from USPTO. Task: Predict which catalyst facilitates the given reaction. (1) Reactant: [C:1]([CH2:3]P(=O)(OCC)OCC)#[N:2].CC(C)([O-])C.[K+].[Cl:18][C:19]1[N:20]=[CH:21][N:22]([CH2:46][O:47][CH2:48][CH2:49][Si:50]([CH3:53])([CH3:52])[CH3:51])[C:23]=1[C:24]([NH:26][CH2:27][C:28]1[CH:33]=[CH:32][C:31]([Cl:34])=[C:30]([O:35][C:36]2[CH:41]=[C:40]([CH:42]=O)[CH:39]=[C:38]([Cl:44])[CH:37]=2)[C:29]=1[F:45])=[O:25]. Product: [Cl:18][C:19]1[N:20]=[CH:21][N:22]([CH2:46][O:47][CH2:48][CH2:49][Si:50]([CH3:53])([CH3:52])[CH3:51])[C:23]=1[C:24]([NH:26][CH2:27][C:28]1[CH:33]=[CH:32][C:31]([Cl:34])=[C:30]([O:35][C:36]2[CH:41]=[C:40](/[CH:42]=[CH:3]/[C:1]#[N:2])[CH:39]=[C:38]([Cl:44])[CH:37]=2)[C:29]=1[F:45])=[O:25]. The catalyst class is: 49. (2) Reactant: [O:1]=[C:2]1[CH2:7][CH:6]([CH2:8][NH:9][C:10]2[CH:11]=[CH:12][C:13]3[N:14]([C:16]([C:19]4[CH:24]=[CH:23][CH:22]=[C:21]([O:25][C:26]([F:29])([F:28])[F:27])[CH:20]=4)=[CH:17][N:18]=3)[N:15]=2)[CH2:5][CH2:4][N:3]1C(OC(C)(C)C)=O.C(O)(C(F)(F)F)=O. Product: [F:28][C:26]([F:27])([F:29])[O:25][C:21]1[CH:20]=[C:19]([C:16]2[N:14]3[N:15]=[C:10]([NH:9][CH2:8][CH:6]4[CH2:5][CH2:4][NH:3][C:2](=[O:1])[CH2:7]4)[CH:11]=[CH:12][C:13]3=[N:18][CH:17]=2)[CH:24]=[CH:23][CH:22]=1. The catalyst class is: 2.